Dataset: Retrosynthesis with 50K atom-mapped reactions and 10 reaction types from USPTO. Task: Predict the reactants needed to synthesize the given product. Given the product Cc1ccccc1N1CCN(c2cc(C3CC3)c(C(=O)NCCCN3CCCC3=O)cc2[N+](=O)[O-])CC1, predict the reactants needed to synthesize it. The reactants are: Cc1ccccc1N1CCN(c2cc(Cl)c(C(=O)NCCCN3CCCC3=O)cc2[N+](=O)[O-])CC1.OB(O)C1CC1.